Dataset: Forward reaction prediction with 1.9M reactions from USPTO patents (1976-2016). Task: Predict the product of the given reaction. (1) Given the reactants ON1C2C=CC=CC=2N=N1.Cl.C(N=C=NCCCN(C)C)C.[CH2:23]([SH:30])[C:24]1[CH:29]=[CH:28][CH:27]=[CH:26][CH:25]=1.[NH:31]1[C:39]2[C:34](=[CH:35][CH:36]=[CH:37][CH:38]=2)[C:33]([CH2:40][C@@H:41]([C:78](=[O:135])[O:79][CH2:80][C:81]([N:83]2[CH2:87][CH2:86][CH2:85][C@H:84]2[C:88]([NH:90][C@@H:91]([CH2:110][CH2:111][CH2:112][CH2:113][NH:114][C:115]([C@@H:117]2[CH2:121][S:120][CH2:119][N:118]2[C:122]([O:124][CH2:125][C:126]2[CH:131]=[CH:130][C:129]([N:132]=[N+:133]=[N-:134])=[CH:128][CH:127]=2)=[O:123])=[O:116])[C:92]([NH:94][C@H:95]([C:100]([N:102]2[CH2:106][CH2:105][CH2:104][C@H:103]2[C:107](=[O:109])[NH2:108])=[O:101])[CH2:96][C:97](O)=[O:98])=[O:93])=[O:89])=[O:82])[NH:42][C:43](=[O:77])[C@H:44]([CH2:70][CH2:71][CH2:72][CH2:73][N:74]([CH3:76])[CH3:75])[NH:45][C:46](=[O:69])[C@@H:47]([NH:55][C:56]([O:58][CH2:59][C:60]2[CH:65]=[CH:64][C:63]([N:66]=[N+:67]=[N-:68])=[CH:62][CH:61]=2)=[O:57])[CH2:48][S:49][S:50][C:51]([CH3:54])([CH3:53])[CH3:52])=[CH:32]1.Cl, predict the reaction product. The product is: [NH:31]1[C:39]2[C:34](=[CH:35][CH:36]=[CH:37][CH:38]=2)[C:33]([CH2:40][C@@H:41]([C:78](=[O:135])[O:79][CH2:80][C:81]([N:83]2[CH2:87][CH2:86][CH2:85][C@H:84]2[C:88]([NH:90][C@H:91]([C:92]([NH:94][C@@H:95]([CH2:96][C:97]([S:30][CH2:23][C:24]2[CH:29]=[CH:28][CH:27]=[CH:26][CH:25]=2)=[O:98])[C:100]([N:102]2[CH2:106][CH2:105][CH2:104][C@H:103]2[C:107](=[O:109])[NH2:108])=[O:101])=[O:93])[CH2:110][CH2:111][CH2:112][CH2:113][NH:114][C:115]([C@@H:117]2[CH2:121][S:120][CH2:119][N:118]2[C:122]([O:124][CH2:125][C:126]2[CH:127]=[CH:128][C:129]([N:132]=[N+:133]=[N-:134])=[CH:130][CH:131]=2)=[O:123])=[O:116])=[O:89])=[O:82])[NH:42][C:43](=[O:77])[C@H:44]([CH2:70][CH2:71][CH2:72][CH2:73][N:74]([CH3:76])[CH3:75])[NH:45][C:46](=[O:69])[C@@H:47]([NH:55][C:56]([O:58][CH2:59][C:60]2[CH:61]=[CH:62][C:63]([N:66]=[N+:67]=[N-:68])=[CH:64][CH:65]=2)=[O:57])[CH2:48][S:49][S:50][C:51]([CH3:52])([CH3:53])[CH3:54])=[CH:32]1. (2) Given the reactants [F:1][C:2]([F:12])([F:11])[C:3](=[O:10])[CH2:4][C:5]([O:7][CH2:8][CH3:9])=[O:6].[C:13]([N:20]1[CH2:25][CH2:24][CH:23]([CH:26]=O)[CH2:22][CH2:21]1)([O:15][C:16]([CH3:19])([CH3:18])[CH3:17])=[O:14].N1CCCCC1.CC(O)=O, predict the reaction product. The product is: [CH2:8]([O:7][C:5]([C:4]([C:3](=[O:10])[C:2]([F:11])([F:12])[F:1])=[CH:26][CH:23]1[CH2:24][CH2:25][N:20]([C:13]([O:15][C:16]([CH3:17])([CH3:19])[CH3:18])=[O:14])[CH2:21][CH2:22]1)=[O:6])[CH3:9].